From a dataset of Catalyst prediction with 721,799 reactions and 888 catalyst types from USPTO. Predict which catalyst facilitates the given reaction. Reactant: [CH2:1]([O:8][C:9](=[O:29])[NH:10][CH2:11][C:12](=[O:28])[NH:13][C:14]1[C:18]([C:19]2[NH:23][C:22]3[CH:24]=[CH:25][CH:26]=[CH:27][C:21]=3[N:20]=2)=[N:17][O:16][N:15]=1)[C:2]1[CH:7]=[CH:6][CH:5]=[CH:4][CH:3]=1.C(=O)([O-])[O-].[K+].[K+].[CH2:36]([O:43][C:44](=[O:56])[NH:45][C:46]1[CH:51]=[CH:50][C:49]([C:52](=[O:55])[CH2:53]Br)=[CH:48][CH:47]=1)[C:37]1[CH:42]=[CH:41][CH:40]=[CH:39][CH:38]=1. Product: [CH2:36]([O:43][C:44](=[O:56])[NH:45][C:46]1[CH:47]=[CH:48][C:49]([C:52](=[O:55])[CH2:53][N:20]2[C:21]3[CH:27]=[CH:26][CH:25]=[CH:24][C:22]=3[N:23]=[C:19]2[C:18]2[C:14]([NH:13][C:12](=[O:28])[CH2:11][NH:10][C:9]([O:8][CH2:1][C:2]3[CH:3]=[CH:4][CH:5]=[CH:6][CH:7]=3)=[O:29])=[N:15][O:16][N:17]=2)=[CH:50][CH:51]=1)[C:37]1[CH:38]=[CH:39][CH:40]=[CH:41][CH:42]=1. The catalyst class is: 39.